Task: Binary Classification. Given a drug SMILES string, predict its activity (active/inactive) in a high-throughput screening assay against a specified biological target.. Dataset: M1 muscarinic receptor agonist screen with 61,833 compounds The drug is O1c2cc(C3C(C3)(c3[nH]c4c(n3)cccc4)C#N)ccc2OC1. The result is 1 (active).